From a dataset of Forward reaction prediction with 1.9M reactions from USPTO patents (1976-2016). Predict the product of the given reaction. (1) Given the reactants [CH2:1]([O:4][C:5]([N:7]([CH2:17][CH:18]1[CH2:23][CH2:22][N:21]([C:24]2([CH2:35][C:36](O)=[O:37])[CH2:27][N:26]([C:28]([O:30][C:31]([CH3:34])([CH3:33])[CH3:32])=[O:29])[CH2:25]2)[CH2:20][CH2:19]1)[C@@H:8]1[CH2:10][C@H:9]1[C:11]1[CH:16]=[CH:15][CH:14]=[CH:13][CH:12]=1)=[O:6])[CH:2]=[CH2:3].F[P-](F)(F)(F)(F)F.[N:46]1(O[P+](N(C)C)(N(C)C)N(C)C)[C:50]2C=CC=CC=2N=N1.CN.C1COCC1.C(N(CC)CC)C, predict the reaction product. The product is: [CH2:1]([O:4][C:5]([N:7]([CH2:17][CH:18]1[CH2:19][CH2:20][N:21]([C:24]2([CH2:35][C:36]([NH:46][CH3:50])=[O:37])[CH2:25][N:26]([C:28]([O:30][C:31]([CH3:34])([CH3:33])[CH3:32])=[O:29])[CH2:27]2)[CH2:22][CH2:23]1)[C@@H:8]1[CH2:10][C@H:9]1[C:11]1[CH:12]=[CH:13][CH:14]=[CH:15][CH:16]=1)=[O:6])[CH:2]=[CH2:3]. (2) Given the reactants Br[C:2]1[C:3]2[C:4]3[CH:17]=[CH:16][S:15][C:5]=3[C:6](=[O:14])[NH:7][C:8]=2[CH:9]=[CH:10][C:11]=1[O:12][CH3:13].[C:18]([O:22][C:23]([NH:25][CH2:26][CH:27]1[CH2:32][CH2:31][N:30]([CH2:33][C:34]2[CH:39]=[CH:38][C:37](B(O)O)=[CH:36][CH:35]=2)[CH2:29][CH2:28]1)=[O:24])([CH3:21])([CH3:20])[CH3:19], predict the reaction product. The product is: [CH3:13][O:12][C:11]1[CH:10]=[CH:9][C:8]2[NH:7][C:6](=[O:14])[C:5]3[S:15][CH:16]=[CH:17][C:4]=3[C:3]=2[C:2]=1[C:37]1[CH:38]=[CH:39][C:34]([CH2:33][N:30]2[CH2:31][CH2:32][CH:27]([CH2:26][NH:25][C:23](=[O:24])[O:22][C:18]([CH3:20])([CH3:21])[CH3:19])[CH2:28][CH2:29]2)=[CH:35][CH:36]=1. (3) Given the reactants [CH3:1][C:2]1[N:6]([CH2:7][C:8]2[CH:9]=[C:10]([CH:15]=[CH:16][CH:17]=2)[C:11]([O:13]C)=O)[N:5]=[C:4]([C:18]2[O:22][N:21]=[C:20]([C:23]3[CH:28]=[CH:27][C:26]([O:29][C:30]([F:33])([F:32])[F:31])=[CH:25][CH:24]=3)[N:19]=2)[N:3]=1.[CH3:34][N:35]1[CH2:40][CH2:39][NH:38][CH2:37][CH2:36]1.N1C=NC=N1.C1CCN2C(=NCCC2)CC1, predict the reaction product. The product is: [CH3:1][C:2]1[N:6]([CH2:7][C:8]2[CH:9]=[C:10]([C:11]([N:38]3[CH2:39][CH2:40][N:35]([CH3:34])[CH2:36][CH2:37]3)=[O:13])[CH:15]=[CH:16][CH:17]=2)[N:5]=[C:4]([C:18]2[O:22][N:21]=[C:20]([C:23]3[CH:24]=[CH:25][C:26]([O:29][C:30]([F:32])([F:31])[F:33])=[CH:27][CH:28]=3)[N:19]=2)[N:3]=1. (4) Given the reactants C[O:2][C:3](=O)[CH:4]=[CH:5][C:6](=[C:11]([NH:13][CH2:14][C:15]1[CH:20]=[CH:19][C:18]([O:21][CH3:22])=[CH:17][CH:16]=1)[CH3:12])[C:7]([O:9][CH3:10])=[O:8].C[O-].[Na+].[Br:27]N1C(=O)CCC1=O, predict the reaction product. The product is: [CH3:10][O:9][C:7]([C:6]1[CH:5]=[C:4]([Br:27])[C:3](=[O:2])[N:13]([CH2:14][C:15]2[CH:20]=[CH:19][C:18]([O:21][CH3:22])=[CH:17][CH:16]=2)[C:11]=1[CH3:12])=[O:8].